Dataset: Forward reaction prediction with 1.9M reactions from USPTO patents (1976-2016). Task: Predict the product of the given reaction. (1) Given the reactants [C:1]([O:5][C:6]([N:8]1[CH2:13][C@@H:12]2[C@@H:10]([CH2:11]2)[C@H:9]1[C:14](=[O:27])[NH:15][C@@H:16]([C:19]1[CH:24]=[CH:23][CH:22]=[C:21]([Cl:25])[C:20]=1[F:26])[CH2:17][OH:18])=[O:7])([CH3:4])([CH3:3])[CH3:2].[CH3:28]COC(C)=O, predict the reaction product. The product is: [C:1]([O:5][C:6]([N:8]1[CH2:13][C@@H:12]2[C@@H:10]([CH2:11]2)[C@H:9]1[C:14](=[O:27])[NH:15][C@@H:16]([C:19]1[CH:24]=[CH:23][CH:22]=[C:21]([Cl:25])[C:20]=1[F:26])[CH2:17][O:18][CH3:28])=[O:7])([CH3:4])([CH3:2])[CH3:3]. (2) Given the reactants FC(F)(F)C(O)=O.C([O:12][C:13](=[O:50])[CH2:14][CH2:15][C:16]1[CH:21]=[CH:20][C:19]([O:22][CH2:23][CH2:24][CH2:25][O:26][C:27]2[CH:32]=[CH:31][C:30]([C:33]3[CH:38]=[CH:37][CH:36]=[CH:35][CH:34]=3)=[CH:29][CH:28]=2)=[CH:18][C:17]=1[CH2:39][O:40][C:41](=[O:49])[NH:42][CH:43]1[CH2:48][CH2:47][CH2:46][CH2:45][CH2:44]1)(C)(C)C, predict the reaction product. The product is: [C:30]1([C:33]2[CH:34]=[CH:35][CH:36]=[CH:37][CH:38]=2)[CH:31]=[CH:32][C:27]([O:26][CH2:25][CH2:24][CH2:23][O:22][C:19]2[CH:20]=[CH:21][C:16]([CH2:15][CH2:14][C:13]([OH:50])=[O:12])=[C:17]([CH2:39][O:40][C:41](=[O:49])[NH:42][CH:43]3[CH2:44][CH2:45][CH2:46][CH2:47][CH2:48]3)[CH:18]=2)=[CH:28][CH:29]=1. (3) Given the reactants [Cl:1][CH2:2][C:3](Cl)=[O:4].[F:6][C@@H:7]1[CH2:11][CH2:10][NH:9][CH2:8]1.C(N(CC)CC)C.O, predict the reaction product. The product is: [Cl:1][CH2:2][C:3]([N:9]1[CH2:10][CH2:11][C@@H:7]([F:6])[CH2:8]1)=[O:4].